From a dataset of Forward reaction prediction with 1.9M reactions from USPTO patents (1976-2016). Predict the product of the given reaction. (1) Given the reactants [H-].[Na+].[CH2:3]1[C:7]2=[CH:8][C:9]3[CH:10]=[C:11]([OH:15])[CH:12]=[CH:13][C:14]=3[N:6]2[CH2:5][CH2:4]1.C(=O)([O-])[O-].[K+].[K+].[I-].[K+].[CH:24]1(Br)[CH2:26][CH2:25]1, predict the reaction product. The product is: [CH:24]1([O:15][C:11]2[CH:12]=[CH:13][C:14]3[N:6]4[CH2:5][CH2:4][CH2:3][C:7]4=[CH:8][C:9]=3[CH:10]=2)[CH2:26][CH2:25]1. (2) Given the reactants [N:1]1[CH:6]=[CH:5][CH:4]=[C:3]([C:7]2[S:11][C:10]([C:12](=O)[CH3:13])=[N:9][N:8]=2)[CH:2]=1.Cl.[NH2:16][OH:17].C(=O)([O-])[O-].[K+].[K+], predict the reaction product. The product is: [N:1]1[CH:6]=[CH:5][CH:4]=[C:3]([C:7]2[S:11][C:10]([C:12](=[N:16][OH:17])[CH3:13])=[N:9][N:8]=2)[CH:2]=1. (3) Given the reactants B(Cl)(Cl)Cl.[Cl:5][C:6]1[CH:12]=[CH:11][C:9]([NH2:10])=[CH:8][CH:7]=1.[CH3:13][C:14]1[CH:15]=[C:16]([CH:19]=[CH:20][N:21]=1)[C:17]#N.[Cl-].[Al+3].[Cl-].[Cl-].Cl.[OH-:27].[Na+], predict the reaction product. The product is: [NH2:10][C:9]1[CH:11]=[CH:12][C:6]([Cl:5])=[CH:7][C:8]=1[C:17]([C:16]1[CH:19]=[CH:20][N:21]=[C:14]([CH3:13])[CH:15]=1)=[O:27]. (4) Given the reactants [H-].C([Al+]CC(C)C)C(C)C.[Br:11][C:12]1[C:16]2=[C:17]3[C:22](=[CH:23][CH:24]=[C:15]2[S:14][C:13]=1[C:25](OCC)=[O:26])[N:21]=[CH:20][CH:19]=[CH:18]3.S(=O)(=O)(O)O.C(=O)([O-])O.[Na+], predict the reaction product. The product is: [Br:11][C:12]1[C:16]2=[C:17]3[C:22](=[CH:23][CH:24]=[C:15]2[S:14][C:13]=1[CH2:25][OH:26])[N:21]=[CH:20][CH:19]=[CH:18]3. (5) The product is: [NH2:1][C:2]1[C:11]2[C:6](=[CH:7][C:8]([CH2:12][N:13]3[CH2:18][CH2:17][N:16]([C:30](=[O:31])[CH:29]=[CH:28][C:26]4[S:27][C:23]([Cl:22])=[CH:24][CH:25]=4)[C@@H:15]([CH2:19][CH3:20])[C:14]3=[O:21])=[CH:9][CH:10]=2)[N:5]=[CH:4][N:3]=1. Given the reactants [NH2:1][C:2]1[C:11]2[C:6](=[CH:7][C:8]([CH2:12][N:13]3[CH2:18][CH2:17][NH:16][CH:15]([CH2:19][CH3:20])[C:14]3=[O:21])=[CH:9][CH:10]=2)[N:5]=[CH:4][N:3]=1.[Cl:22][C:23]1[S:27][C:26](/[CH:28]=[CH:29]/[C:30](O)=[O:31])=[CH:25][CH:24]=1, predict the reaction product. (6) Given the reactants F[C:2]1[CH:3]=C(NC(=O)CC(NC2C=CC(F)=CC=2)=O)[CH:5]=[CH:6][C:7]=1[O:8]C1C=CN=C(NCCN2CCOCC2)C=1.F[C:39]1[CH:44]=[CH:43][C:42]([CH2:45]C(N=C=O)=O)=[CH:41][CH:40]=1.COC1C=CC([CH2:57][NH:58][C:59]2[N:64]=[CH:63][N:62]=[C:61]([O:65][C:66]3[CH:71]=[CH:70][C:69]([NH:72][C:73]([NH:75][C:76](=[O:85])[CH2:77][C:78]4[CH:83]=[CH:82][C:81]([F:84])=[CH:80][CH:79]=4)=[O:74])=[CH:68][C:67]=3[F:86])[CH:60]=2)=CC=1, predict the reaction product. The product is: [CH2:45]([O:8][C:7]1[CH:6]=[CH:5][C:57]([NH:58][C:59]2[N:64]=[CH:63][N:62]=[C:61]([O:65][C:66]3[CH:71]=[CH:70][C:69]([NH:72][C:73]([NH:75][C:76](=[O:85])[CH2:77][C:78]4[CH:79]=[CH:80][C:81]([F:84])=[CH:82][CH:83]=4)=[O:74])=[CH:68][C:67]=3[F:86])[CH:60]=2)=[CH:3][CH:2]=1)[C:42]1[CH:41]=[CH:40][CH:39]=[CH:44][CH:43]=1. (7) Given the reactants [CH3:1][NH:2][C:3]([C:5]1[C:13]2[C:8](=[N:9][C:10]([N:15]([CH2:20][CH2:21][N:22]([CH2:35][CH:36]=[CH2:37])[S:23]([C:26]3[CH:31]=[CH:30][CH:29]=[CH:28][C:27]=3[N+:32]([O-:34])=[O:33])(=[O:25])=[O:24])[S:16]([CH3:19])(=[O:18])=[O:17])=[C:11](I)[CH:12]=2)[O:7][C:6]=1[C:38]1[CH:43]=[CH:42][C:41]([F:44])=[CH:40][CH:39]=1)=[O:4].C1(P(C2C=CC=CC=2)CCCP(C2C=CC=CC=2)C2C=CC=CC=2)C=CC=CC=1.C(=O)([O-])[O-].[K+].[K+], predict the reaction product. The product is: [CH3:1][NH:2][C:3]([C:5]1[C:13]2[CH:12]=[C:11]3[C:36](=[CH2:37])[CH2:35][N:22]([S:23]([C:26]4[CH:31]=[CH:30][CH:29]=[CH:28][C:27]=4[N+:32]([O-:34])=[O:33])(=[O:25])=[O:24])[CH2:21][CH2:20][N:15]([S:16]([CH3:19])(=[O:18])=[O:17])[C:10]3=[N:9][C:8]=2[O:7][C:6]=1[C:38]1[CH:43]=[CH:42][C:41]([F:44])=[CH:40][CH:39]=1)=[O:4]. (8) The product is: [OH:28][CH2:27][C@H:23]1[O:24][CH2:25][CH2:26][N:21]([C:2]([O:4][CH2:5][C:6]2[CH:11]=[CH:10][CH:9]=[CH:8][CH:7]=2)=[O:3])[CH2:22]1. Given the reactants Cl[C:2]([O:4][CH2:5][C:6]1[CH:11]=[CH:10][CH:9]=[CH:8][CH:7]=1)=[O:3].CCN(C(C)C)C(C)C.[NH:21]1[CH2:26][CH2:25][O:24][C@H:23]([CH2:27][OH:28])[CH2:22]1.C([O-])(O)=O.[Na+], predict the reaction product. (9) The product is: [Cl:25][C:7]1[C:6]2=[N:13][N:14]([CH2:16][C:17]3[CH:22]=[CH:21][C:20]([O:23][CH3:24])=[CH:19][CH:18]=3)[CH:15]=[C:5]2[C:4]2[CH:3]=[C:2]([Cl:1])[CH:11]=[CH:10][C:9]=2[N:8]=1. Given the reactants [Cl:1][C:2]1[CH:11]=[CH:10][C:9]2[NH:8][C:7](=O)[C:6]3=[N:13][N:14]([CH2:16][C:17]4[CH:22]=[CH:21][C:20]([O:23][CH3:24])=[CH:19][CH:18]=4)[CH:15]=[C:5]3[C:4]=2[CH:3]=1.[Cl:25]C1C=CC2NC(=O)C3=NN(C)C=C3C=2C=1, predict the reaction product. (10) Given the reactants C[O:2][C:3]([C:5]1[N:6]([C:16]2[CH:21]=[C:20]([CH3:22])[CH:19]=[CH:18][C:17]=2[N+:23]([O-])=O)[CH:7]=[C:8]([C:10]2[CH:15]=[CH:14][CH:13]=[CH:12][CH:11]=2)[CH:9]=1)=O, predict the reaction product. The product is: [CH3:22][C:20]1[CH:21]=[C:16]2[C:17]([NH:23][C:3](=[O:2])[C:5]3[N:6]2[CH:7]=[C:8]([C:10]2[CH:11]=[CH:12][CH:13]=[CH:14][CH:15]=2)[CH:9]=3)=[CH:18][CH:19]=1.